From a dataset of Reaction yield outcomes from USPTO patents with 853,638 reactions. Predict the reaction yield, written as a fraction of the theoretical maximum amount of product (1.0 means a 100% yield; for example, 0.34 means a 34% yield). (1) The reactants are [N:1]([CH2:4][C@@H:5]1[O:9][C:8](=[O:10])[N:7]([C:11]2[CH:20]=[CH:19][C:14]3[C:15]([CH3:18])=[N:16][O:17][C:13]=3[CH:12]=2)[CH2:6]1)=[N+:2]=[N-:3].[CH:21]12CC(C=C1)C=[CH:22]2.O.C(Cl)Cl. The catalyst is O1CCOCC1. The product is [CH3:18][C:15]1[C:14]2[CH:19]=[CH:20][C:11]([N:7]3[CH2:6][C@H:5]([CH2:4][N:1]4[CH:22]=[CH:21][N:3]=[N:2]4)[O:9][C:8]3=[O:10])=[CH:12][C:13]=2[O:17][N:16]=1. The yield is 0.410. (2) The reactants are Cl.[NH2:2][C@H:3]([C:6]([NH2:8])=[O:7])[CH2:4][OH:5].[C:9]([O:24][C@H:25]([CH2:30][CH2:31][CH2:32][CH2:33][CH2:34][CH2:35][CH2:36][CH2:37][CH2:38][CH2:39][CH3:40])[CH2:26][C:27](O)=[O:28])(=[O:23])[CH2:10][CH2:11][CH2:12][CH2:13][CH2:14][CH2:15][CH2:16][CH2:17][CH2:18][CH2:19][CH2:20][CH2:21][CH3:22].C(N(CC)CC)C.CCOC1N(C(OCC)=O)C2C(=CC=CC=2)C=C1. The catalyst is C(Cl)Cl. The product is [C:9]([O:24][C@H:25]([CH2:30][CH2:31][CH2:32][CH2:33][CH2:34][CH2:35][CH2:36][CH2:37][CH2:38][CH2:39][CH3:40])[CH2:26][C:27]([NH:8][C:6](=[O:7])[C@H:3]([CH2:4][OH:5])[NH2:2])=[O:28])(=[O:23])[CH2:10][CH2:11][CH2:12][CH2:13][CH2:14][CH2:15][CH2:16][CH2:17][CH2:18][CH2:19][CH2:20][CH2:21][CH3:22]. The yield is 0.710. (3) The reactants are [Br:1][CH:2]1[C:8](=[O:9])[CH2:7][CH2:6][CH2:5][N:4]([C:10]([O:12][CH2:13][C:14]2[CH:19]=[CH:18][CH:17]=[CH:16][CH:15]=2)=[O:11])[CH2:3]1.[BH4-].[Na+]. The catalyst is CO. The product is [Br:1][CH:2]1[CH:8]([OH:9])[CH2:7][CH2:6][CH2:5][N:4]([C:10]([O:12][CH2:13][C:14]2[CH:19]=[CH:18][CH:17]=[CH:16][CH:15]=2)=[O:11])[CH2:3]1. The yield is 0.280. (4) The reactants are Cl.[CH3:2][N:3]([CH3:7])[CH2:4][CH2:5]Cl.[Br:8][C:9]1[CH:10]=[CH:11][C:12]2[O:16][C:15](=[O:17])[NH:14][C:13]=2[CH:18]=1.C(=O)([O-])[O-].[K+].[K+]. The catalyst is CN(C=O)C. The product is [Br:8][C:9]1[CH:10]=[CH:11][C:12]2[O:16][C:15](=[O:17])[N:14]([CH2:5][CH2:4][N:3]([CH3:7])[CH3:2])[C:13]=2[CH:18]=1. The yield is 0.680.